This data is from Forward reaction prediction with 1.9M reactions from USPTO patents (1976-2016). The task is: Predict the product of the given reaction. (1) Given the reactants [NH2:1][OH:2].[C:3]([C:5]1[CH:6]=[CH:7][C:8]([CH3:19])=[C:9]([NH:11][C:12](=[O:18])[O:13][C:14]([CH3:17])([CH3:16])[CH3:15])[CH:10]=1)#[N:4], predict the reaction product. The product is: [OH:2][N:1]=[C:3]([C:5]1[CH:6]=[CH:7][C:8]([CH3:19])=[C:9]([NH:11][C:12](=[O:18])[O:13][C:14]([CH3:15])([CH3:16])[CH3:17])[CH:10]=1)[NH2:4]. (2) Given the reactants [CH2:1]([C@@H:8]1[NH:13][CH2:12][CH2:11][N:10]([C:14]2[CH:19]=[CH:18][C:17]([O:20][CH3:21])=[C:16]([O:22][CH:23]3[CH2:27][CH2:26][CH2:25][CH2:24]3)[CH:15]=2)[CH2:9]1)[C:2]1[CH:7]=[CH:6][CH:5]=[CH:4][CH:3]=1.C([NH:35][CH2:36][C:37](O)=[O:38])(OC(C)(C)C)=O.C(N(C(C)C)CC)(C)C.CN(C(ON1N=NC2C=CC=NC1=2)=[N+](C)C)C.F[P-](F)(F)(F)(F)F.[ClH:73], predict the reaction product. The product is: [ClH:73].[NH2:35][CH2:36][C:37]([N:13]1[CH2:12][CH2:11][N:10]([C:14]2[CH:19]=[CH:18][C:17]([O:20][CH3:21])=[C:16]([O:22][CH:23]3[CH2:27][CH2:26][CH2:25][CH2:24]3)[CH:15]=2)[CH2:9][C@@H:8]1[CH2:1][C:2]1[CH:3]=[CH:4][CH:5]=[CH:6][CH:7]=1)=[O:38]. (3) Given the reactants C[Si](OP(=O)=O)(C)C.[NH2:9][C:10]1[C:11]([OH:16])=[N:12][CH:13]=[CH:14][CH:15]=1.[CH3:17][O:18][C:19]1[CH:20]=[C:21]([CH:25]=[CH:26][C:27]=1[C:28]1[CH:33]=[CH:32][CH:31]=[CH:30][N:29]=1)[C:22](O)=O, predict the reaction product. The product is: [CH3:17][O:18][C:19]1[CH:20]=[C:21]([C:22]2[O:16][C:11]3[C:10]([N:9]=2)=[CH:15][CH:14]=[CH:13][N:12]=3)[CH:25]=[CH:26][C:27]=1[C:28]1[CH:33]=[CH:32][CH:31]=[CH:30][N:29]=1. (4) Given the reactants [N:1]1[CH:6]=[CH:5][C:4]([C:7]2[NH:16][C:15](=O)[C:14]3[C:9](=[CH:10][CH:11]=[CH:12][CH:13]=3)[N:8]=2)=[CH:3][CH:2]=1.P(Cl)(Cl)([Cl:20])=O, predict the reaction product. The product is: [Cl:20][C:15]1[C:14]2[C:9](=[CH:10][CH:11]=[CH:12][CH:13]=2)[N:8]=[C:7]([C:4]2[CH:5]=[CH:6][N:1]=[CH:2][CH:3]=2)[N:16]=1.